From a dataset of Forward reaction prediction with 1.9M reactions from USPTO patents (1976-2016). Predict the product of the given reaction. Given the reactants [Cl:1][C:2]1[CH:8]=[CH:7][CH:6]=[C:5]([S:9][C:10]2[C:15]([N+:16]([O-:18])=[O:17])=[CH:14][CH:13]=[CH:12][C:11]=2[Cl:19])[C:3]=1[NH2:4].[CH:20](O)=[O:21], predict the reaction product. The product is: [Cl:1][C:2]1[CH:8]=[CH:7][CH:6]=[C:5]([S:9][C:10]2[C:15]([N+:16]([O-:18])=[O:17])=[CH:14][CH:13]=[CH:12][C:11]=2[Cl:19])[C:3]=1[NH:4][CH:20]=[O:21].